This data is from Full USPTO retrosynthesis dataset with 1.9M reactions from patents (1976-2016). The task is: Predict the reactants needed to synthesize the given product. (1) Given the product [Cl:12][C:13]1[C:14]2[N:15]([CH:2]=[C:3]([C:5]3[CH:10]=[CH:9][C:8]([F:11])=[CH:7][CH:6]=3)[N:19]=2)[CH:16]=[CH:17][N:18]=1, predict the reactants needed to synthesize it. The reactants are: Br[CH2:2][C:3]([C:5]1[CH:10]=[CH:9][C:8]([F:11])=[CH:7][CH:6]=1)=O.[Cl:12][C:13]1[C:14]([NH2:19])=[N:15][CH:16]=[CH:17][N:18]=1.C(#N)C.[OH-].[Na+]. (2) Given the product [OH:2][C:3]1[CH:12]=[C:11]2[C:6]([CH:7]=[C:8]([C:14]3[CH:19]=[CH:18][C:17]([OH:20])=[CH:16][CH:15]=3)[NH:9][C:10]2=[O:13])=[CH:5][CH:4]=1, predict the reactants needed to synthesize it. The reactants are: C[O:2][C:3]1[CH:12]=[C:11]2[C:6]([CH:7]=[C:8]([C:14]3[CH:19]=[CH:18][C:17]([O:20]C)=[CH:16][CH:15]=3)[NH:9][C:10]2=[O:13])=[CH:5][CH:4]=1.